Dataset: Catalyst prediction with 721,799 reactions and 888 catalyst types from USPTO. Task: Predict which catalyst facilitates the given reaction. Reactant: [OH:1][C@H:2]([CH2:6][O:7][CH2:8][C:9]1[CH:14]=[CH:13][C:12](/[CH:15]=[CH:16]/[CH2:17][N:18]2[CH:22]=[CH:21][CH:20]=[C:19]2[C:23](=[O:31])[C:24]2[CH:29]=[CH:28][C:27]([CH3:30])=[CH:26][CH:25]=2)=[CH:11][CH:10]=1)[C:3]([OH:5])=[O:4].[H-].[Na+].[CH3:34]I.S([O-])(O)(=O)=O.[K+]. Product: [CH3:34][O:1][C@H:2]([CH2:6][O:7][CH2:8][C:9]1[CH:10]=[CH:11][C:12](/[CH:15]=[CH:16]/[CH2:17][N:18]2[CH:22]=[CH:21][CH:20]=[C:19]2[C:23](=[O:31])[C:24]2[CH:25]=[CH:26][C:27]([CH3:30])=[CH:28][CH:29]=2)=[CH:13][CH:14]=1)[C:3]([OH:5])=[O:4]. The catalyst class is: 1.